This data is from hERG Central: cardiac toxicity at 1µM, 10µM, and general inhibition. The task is: Predict hERG channel inhibition at various concentrations. (1) The drug is COc1ccccc1N1CCN(S(=O)(=O)c2ccc(-n3cnnn3)cc2)CC1. Results: hERG_inhib (hERG inhibition (general)): blocker. (2) The molecule is CCOC(=O)C1=C(CN2CCN(C(=O)c3ccco3)CC2)NC(=O)NC1c1ccc(F)cc1. Results: hERG_inhib (hERG inhibition (general)): blocker. (3) The compound is COc1cc(CN2CCN(C(O)(c3ccccc3)c3ccccc3)CC2)cc(OC)c1OC.O=C(O)C(=O)O. Results: hERG_inhib (hERG inhibition (general)): blocker. (4) The molecule is Cc1csc(NC(=O)CSc2nnc(-c3ccccn3)n2-c2ccc(C)c(C)c2)n1. Results: hERG_inhib (hERG inhibition (general)): blocker. (5) Results: hERG_inhib (hERG inhibition (general)): blocker. The molecule is Cc1cccc(-n2c(O)c(C=NCc3ccccn3)c3ccccc3c2=O)c1. (6) The compound is Cc1ccc(OCC(=O)N2N=C(c3ccc(Cl)cc3)CC2c2ccco2)c([N+](=O)[O-])n1. Results: hERG_inhib (hERG inhibition (general)): blocker.